Dataset: Full USPTO retrosynthesis dataset with 1.9M reactions from patents (1976-2016). Task: Predict the reactants needed to synthesize the given product. Given the product [CH3:1][C:2]1([CH3:28])[CH2:7][C:6](=[O:8])[N:5]([CH2:9][CH2:10][C:11]2[CH:12]=[CH:13][C:14]([O:17][C:18]([N:20]3[CH2:21][CH2:22][CH:23]([O:26][C:38]4[CH:39]=[CH:40][C:35]([CH2:34][C:33]([O:32][CH2:29][CH:30]=[CH2:31])=[O:42])=[CH:36][CH:37]=4)[CH2:24][CH2:25]3)=[O:19])=[CH:15][CH:16]=2)[C:4](=[O:27])[CH2:3]1, predict the reactants needed to synthesize it. The reactants are: [CH3:1][C:2]1([CH3:28])[CH2:7][C:6](=[O:8])[N:5]([CH2:9][CH2:10][C:11]2[CH:16]=[CH:15][C:14]([O:17][C:18]([N:20]3[CH2:25][CH2:24][CH:23]([OH:26])[CH2:22][CH2:21]3)=[O:19])=[CH:13][CH:12]=2)[C:4](=[O:27])[CH2:3]1.[CH2:29]([O:32][C:33](=[O:42])[CH2:34][C:35]1[CH:40]=[CH:39][C:38](O)=[CH:37][CH:36]=1)[CH:30]=[CH2:31].